Dataset: Drug-target binding data from BindingDB using IC50 measurements. Task: Regression. Given a target protein amino acid sequence and a drug SMILES string, predict the binding affinity score between them. We predict pIC50 (pIC50 = -log10(IC50 in M); higher means more potent). Dataset: bindingdb_ic50. (1) The pIC50 is 5.2. The target protein (P54616) has sequence MNFSLEGRNIVVMGVANKRSIAWGIARSLHEAGARLIFTYAGERLEKSVHELAGTLDRNDSIILPCDVTNDAEIETCFASIKEQVGVIHGIAHCIAFANKEELVGEYLNTNRDGFLLAHNISSYSLTAVVKAARPMMTEGGSIVTLTYLGGELVMPNYNVMGVAKASLDASVKYLAADLGKENIRVNSISAGPIRTLSAKGISDFNSILKDIEERAPLRRTTTPEEVGDTAAFLFSDMSRGITGENLHVDSGFHITAR. The compound is O=c1cc(OCc2ccccc2)ccn1Cc1ccccc1. (2) The compound is Cc1cc(Cl)ccc1-c1c(C(=O)NC2CC2)nc2cccnn12. The target protein sequence is SGAAPRARPRPPALALPPTGPESLTHFPFSDEDTRRHPPGRSVSFEAENGPTPSPGRSPLDSQASPGLVLHAGAATSQRRESFLYRSDSDYDMSPKTMSRNSSVTSEAHAEDLIVTPFAQVLASLRSVRSNFSLLTNVPVPSNKRSPLGGPTPVCKATLSEETCQQLARETLEELDWCLEQLETMQTYRSVSEMASHKFKRMLNRELTHLSEMSRSGNQVSEYISTTFLDKQNEVEIPSPTMKEREKQQAPRPRPSQPPPPPVPHLQPMSQITGLKKLMHSNSLNNSNIPRFGVKTDQEELLAQELENLNKWGLNIFCVSDYAGGRSLTCIMYMIFQERDLLKKFRIPVDTMVTYMLTLEDHYHADVAYHNSLHAADVLQSTHVLLATPALDAVFTDLEILAALFAAAIHDVDHPGVSNQFLINTNSELALMYNDESVLENHHLAVGFKLLQEDNCDIFQNLSKRQRQSLRKMVIDMVLATDMSKHMTLLADLKTMVETK.... The pIC50 is 7.8. (3) The compound is CC(C)c1nn(-c2c(Cl)cccc2Cl)c2nc(Cc3ccc(OCCO)cc3)[nH]c(=O)c12. The target protein (P51948) has sequence MDDQGCPRCKTTKYRNPSLKLMVNVCGHTLCESCVDLLFVRGAGNCPECGTPLRKSNFRVQLFEDPTVDKEVEIRKKVLKIYNKREEDFPSLREYNDFLEEVEEIVFNLTNNVDLDNTKKKMEIYQKENKDVIQKNKLKLTREQEELEEALEVERQENEQRRLFIQKEEQLQQILKRKNKQAFLDELESSDLPVALLLAQHKDRSTQLEMQLEKPKPVKPVTFSTGIKMGQHISLAPIHKLEEALYEYQPLQIETYGPHVPELEMLGRLGYLNHVRAASPQDLAGGYTSSLACHRALQDAFSGLFWQPS. The pIC50 is 7.2. (4) The small molecule is CN1C(=O)/C(=C/c2ccc(Br)cc2)c2ccccc21. The target protein (P35918) has sequence MESKALLAVALWFCVETRAASVGLPGDFLHPPKLSTQKDILTILANTTLQITCRGQRDLDWLWPNAQRDSEERVLVTECGGGDSIFCKTLTIPRVVGNDTGAYKCSYRDVDIASTVYVYVRDYRSPFIASVSDQHGIVYITENKNKTVVIPCRGSISNLNVSLCARYPEKRFVPDGNRISWDSEIGFTLPSYMISYAGMVFCEAKINDETYQSIMYIVVVVGYRIYDVILSPPHEIELSAGEKLVLNCTARTELNVGLDFTWHSPPSKSHHKKIVNRDVKPFPGTVAKMFLSTLTIESVTKSDQGEYTCVASSGRMIKRNRTFVRVHTKPFIAFGSGMKSLVEATVGSQVRIPVKYLSYPAPDIKWYRNGRPIESNYTMIVGDELTIMEVTERDAGNYTVILTNPISMEKQSHMVSLVVNVPPQIGEKALISPMDSYQYGTMQTLTCTVYANPPLHHIQWYWQLEEACSYRPGQTSPYACKEWRHVEDFQGGNKIEVTKN.... The pIC50 is 3.0. (5) The small molecule is [O-]P([O-])(=S)OC1C(O)C(O)C(OP([O-])([O-])=S)C(OP([O-])([O-])=S)C1O. The target protein sequence is FICKLIKHTKQLLEENEEKLCIKVLQTLREMMTKDRGYGEKLISIDELDNAELPQAPDSENSTEQELEPSPPLRQLEDHKRGEALRQILVNRYYGNIRPSGRRESLTSFGNGPLSPGGPGKPGGGGGGSGSSSMSRGEMSLAEVQCHLDKEGASNLVIDLIMNASSDRVFHESI. The pIC50 is 7.2. (6) The drug is Nc1ncc(Cc2cccc3ccccc23)c(N)n1. The target protein (P22906) has sequence MSKPNVAIIVAALKPALGIGYKGKMPWRLRKEIRYFKDVTTRTTKPNTRNAVIMGRKTWESIPQKFRPLPDRLNIILSRSYENKIIDDNIIHASSIESSLNLVSDVERVFIIGGAEIYNELINNSLVSHLLITEIEHPSPESIEMDTFLKFPLESWTKQPKSELQKFVGDTVLEDDIKEGDFTYNYTLWTRK. The pIC50 is 6.2.